From a dataset of NCI-60 drug combinations with 297,098 pairs across 59 cell lines. Regression. Given two drug SMILES strings and cell line genomic features, predict the synergy score measuring deviation from expected non-interaction effect. (1) Drug 1: CC(C)(C#N)C1=CC(=CC(=C1)CN2C=NC=N2)C(C)(C)C#N. Drug 2: CC1=C(C(=O)C2=C(C1=O)N3CC4C(C3(C2COC(=O)N)OC)N4)N. Cell line: SF-539. Synergy scores: CSS=38.1, Synergy_ZIP=-1.20, Synergy_Bliss=-4.50, Synergy_Loewe=-16.8, Synergy_HSA=-4.14. (2) Drug 1: CC1C(C(CC(O1)OC2CC(OC(C2O)C)OC3=CC4=CC5=C(C(=O)C(C(C5)C(C(=O)C(C(C)O)O)OC)OC6CC(C(C(O6)C)O)OC7CC(C(C(O7)C)O)OC8CC(C(C(O8)C)O)(C)O)C(=C4C(=C3C)O)O)O)O. Drug 2: C1CN(CCN1C(=O)CCBr)C(=O)CCBr. Cell line: SK-OV-3. Synergy scores: CSS=18.7, Synergy_ZIP=-2.28, Synergy_Bliss=-2.95, Synergy_Loewe=-18.5, Synergy_HSA=-2.30. (3) Drug 1: CN1CCC(CC1)COC2=C(C=C3C(=C2)N=CN=C3NC4=C(C=C(C=C4)Br)F)OC. Drug 2: C1=CN(C=N1)CC(O)(P(=O)(O)O)P(=O)(O)O. Cell line: SW-620. Synergy scores: CSS=-0.126, Synergy_ZIP=4.21, Synergy_Bliss=-1.74, Synergy_Loewe=-2.68, Synergy_HSA=-1.89. (4) Drug 2: CC(C1=C(C=CC(=C1Cl)F)Cl)OC2=C(N=CC(=C2)C3=CN(N=C3)C4CCNCC4)N. Synergy scores: CSS=-2.49, Synergy_ZIP=0.748, Synergy_Bliss=-1.12, Synergy_Loewe=-6.31, Synergy_HSA=-4.51. Cell line: DU-145. Drug 1: CNC(=O)C1=CC=CC=C1SC2=CC3=C(C=C2)C(=NN3)C=CC4=CC=CC=N4. (5) Drug 1: CC1=C(C=C(C=C1)C(=O)NC2=CC(=CC(=C2)C(F)(F)F)N3C=C(N=C3)C)NC4=NC=CC(=N4)C5=CN=CC=C5. Drug 2: CC12CCC3C(C1CCC2O)C(CC4=C3C=CC(=C4)O)CCCCCCCCCS(=O)CCCC(C(F)(F)F)(F)F. Cell line: UO-31. Synergy scores: CSS=-1.78, Synergy_ZIP=1.94, Synergy_Bliss=2.51, Synergy_Loewe=-0.786, Synergy_HSA=-0.816. (6) Drug 1: CCC1=CC2CC(C3=C(CN(C2)C1)C4=CC=CC=C4N3)(C5=C(C=C6C(=C5)C78CCN9C7C(C=CC9)(C(C(C8N6C)(C(=O)OC)O)OC(=O)C)CC)OC)C(=O)OC.C(C(C(=O)O)O)(C(=O)O)O. Drug 2: CC1=C(C(=CC=C1)Cl)NC(=O)C2=CN=C(S2)NC3=CC(=NC(=N3)C)N4CCN(CC4)CCO. Cell line: SR. Synergy scores: CSS=75.1, Synergy_ZIP=6.96, Synergy_Bliss=6.32, Synergy_Loewe=-5.26, Synergy_HSA=7.38.